Predict which catalyst facilitates the given reaction. From a dataset of Catalyst prediction with 721,799 reactions and 888 catalyst types from USPTO. (1) Reactant: [CH3:1][C:2]1([CH3:23])[CH2:4][C@@H:3]1[C:5]([N:7]1[CH2:12][CH2:11][N:10]([C:13]2[CH:21]=[CH:20][C:16]([C:17](O)=[O:18])=[CH:15][N:14]=2)[C@H:9]([CH3:22])[CH2:8]1)=[O:6].CN(C(O[N:32]1N=N[C:34]2[CH:35]=[CH:36][C:37](=[CH:39][C:33]1=2)[Cl:38])=[N+](C)C)C.F[P-](F)(F)(F)(F)F.C(N(CC)C(C)C)(C)C.CC(N(C)C)=O.[CH3:64][O:65][C:66](=[O:98])[NH:67][C@H:68]([C:72]([N:74]1[CH2:78][CH2:77][CH2:76][C@H:75]1[C:79]1[NH:80][CH:81]=[C:82]([C:84]2[CH:89]=[CH:88][C:87](C3C=CC(N)=CC=3Cl)=[CH:86][CH:85]=2)[N:83]=1)=[O:73])[CH:69]([CH3:71])[CH3:70]. Product: [CH3:64][O:65][C:66](=[O:98])[NH:67][C@H:68]([C:72]([N:74]1[CH2:78][CH2:77][CH2:76][C@H:75]1[C:79]1[NH:80][CH:81]=[C:82]([C:84]2[CH:85]=[CH:86][C:87]([C:36]3[CH:35]=[CH:34][C:33]([NH:32][C:17]([C:16]4[CH:15]=[N:14][C:13]([N:10]5[CH2:11][CH2:12][N:7]([C:5]([C@H:3]6[CH2:4][C:2]6([CH3:1])[CH3:23])=[O:6])[CH2:8][C@H:9]5[CH3:22])=[CH:21][CH:20]=4)=[O:18])=[CH:39][C:37]=3[Cl:38])=[CH:88][CH:89]=2)[N:83]=1)=[O:73])[CH:69]([CH3:71])[CH3:70]. The catalyst class is: 69. (2) Reactant: C(=S)=S.[CH:4]1([P:10]([CH:17]2[CH2:22][CH2:21][CH2:20][CH2:19][CH2:18]2)[CH:11]2[CH2:16][CH2:15][CH2:14][CH2:13][CH2:12]2)[CH2:9][CH2:8][CH2:7][CH2:6][CH2:5]1.[Cl-:23].Cl.C1(P(C2CCCCC2)C2CCCCC2)CCCCC1. Product: [Cl-:23].[CH:17]1([PH+:10]([CH:4]2[CH2:5][CH2:6][CH2:7][CH2:8][CH2:9]2)[CH:11]2[CH2:16][CH2:15][CH2:14][CH2:13][CH2:12]2)[CH2:18][CH2:19][CH2:20][CH2:21][CH2:22]1. The catalyst class is: 8. (3) Reactant: [Si]([O:8][CH2:9][CH:10]([C:20]1[CH:25]=[CH:24][N:23]=[C:22]([NH2:26])[N:21]=1)[O:11][C:12]1[CH:17]=[CH:16][C:15]([F:18])=[CH:14][C:13]=1[Cl:19])(C(C)(C)C)(C)C.[F-].C([N+](CCCC)(CCCC)CCCC)CCC. Product: [NH2:26][C:22]1[N:21]=[C:20]([CH:10]([O:11][C:12]2[CH:17]=[CH:16][C:15]([F:18])=[CH:14][C:13]=2[Cl:19])[CH2:9][OH:8])[CH:25]=[CH:24][N:23]=1. The catalyst class is: 7. (4) Reactant: [C:1]([O:5][C:6]([CH:8]1[CH2:13][CH2:12][CH:11]([C:14]([OH:16])=O)[CH2:10][CH2:9]1)=[O:7])(C)(C)C.[C:17]([O:20][CH2:21][CH3:22])(=[O:19])[CH3:18].C1N=CN(C(N2C=NC=C2)=O)C=1. Product: [CH3:1][O:5][C:6]([CH:8]1[CH2:9][CH2:10][CH:11]([C:14](=[O:16])[CH2:18][C:17]([O:20][CH2:21][CH3:22])=[O:19])[CH2:12][CH2:13]1)=[O:7]. The catalyst class is: 1. (5) Reactant: [C:1]1([CH3:10])[CH:6]=[CH:5][CH:4]=[C:3]([CH2:7][C:8]#[N:9])[CH:2]=1.C(O)C.[N:14](OCCC(C)C)=[O:15].[O-]CC.[Na+]. Product: [OH:15][N:14]=[C:7]([C:8]#[N:9])[C:3]1[CH:4]=[CH:5][CH:6]=[C:1]([CH3:10])[CH:2]=1. The catalyst class is: 6. (6) Reactant: [CH3:1][C:2]1[CH2:7][CH2:6][CH2:5][C:4]([CH3:9])([CH3:8])[C:3]=1/[CH:10]=[CH:11]/[C:12](/[CH3:24])=[CH:13]/[CH:14]=[CH:15]/[C:16](/[CH3:23])=[CH:17]/[CH2:18][O:19][C:20]([CH3:22])=[O:21].[C:25](O)(=O)[CH2:26][CH2:27][CH2:28][CH2:29][CH2:30][CH2:31][CH2:32]/[CH:33]=[CH:34]\[CH2:35]/[CH:36]=[CH:37]\[CH2:38][CH2:39][CH2:40]CC. Product: [CH3:25][CH2:26][CH2:27][CH2:28][CH2:29]/[CH:30]=[CH:31]\[CH2:32]/[CH:33]=[CH:34]\[CH2:35][CH2:36][CH2:37][CH2:38][CH2:39][CH2:40][CH2:22][C:20]([O:19][CH2:18]/[CH:17]=[C:16](\[CH:15]=[CH:14]\[CH:13]=[C:12](/[CH:11]=[CH:10]/[C:3]1[C:4]([CH3:8])([CH3:9])[CH2:5][CH2:6][CH2:7][C:2]=1[CH3:1])\[CH3:24])/[CH3:23])=[O:21]. The catalyst class is: 11. (7) Reactant: C(OC([N:8]1[CH2:13][CH2:12][CH2:11][CH2:10][CH:9]1/[CH:14]=[CH:15]/[C:16]1[CH:21]=[CH:20][C:19]([N:22]2[CH2:26][C:25](=[O:27])[N:24]([CH2:28][CH2:29][Si:30]([CH3:33])([CH3:32])[CH3:31])[S:23]2(=[O:35])=[O:34])=[C:18]([O:36][CH2:37][C:38]2[CH:43]=[CH:42][CH:41]=[CH:40][CH:39]=2)[CH:17]=1)=O)(C)(C)C. Product: [CH2:37]([O:36][C:18]1[CH:17]=[C:16](/[CH:15]=[CH:14]/[CH:9]2[CH2:10][CH2:11][CH2:12][CH2:13][NH:8]2)[CH:21]=[CH:20][C:19]=1[N:22]1[S:23](=[O:34])(=[O:35])[N:24]([CH2:28][CH2:29][Si:30]([CH3:31])([CH3:33])[CH3:32])[C:25](=[O:27])[CH2:26]1)[C:38]1[CH:39]=[CH:40][CH:41]=[CH:42][CH:43]=1. The catalyst class is: 137. (8) Reactant: [Br:1][C:2]1[CH:10]=[C:9]2[C:5]([CH2:6][C:7](=[O:11])[NH:8]2)=[CH:4][CH:3]=1.[CH:12]([C:14]1[NH:15][C:16]([CH3:28])=[C:17]([S:24]([CH3:27])(=[O:26])=[O:25])[C:18]=1[CH2:19][CH2:20][C:21]([OH:23])=[O:22])=O.N1CCCCC1. Product: [Br:1][C:2]1[CH:10]=[C:9]2[C:5](/[C:6](=[CH:12]/[C:14]3[NH:15][C:16]([CH3:28])=[C:17]([S:24]([CH3:27])(=[O:26])=[O:25])[C:18]=3[CH2:19][CH2:20][C:21]([OH:23])=[O:22])/[C:7](=[O:11])[NH:8]2)=[CH:4][CH:3]=1. The catalyst class is: 8.